From a dataset of TCR-epitope binding with 47,182 pairs between 192 epitopes and 23,139 TCRs. Binary Classification. Given a T-cell receptor sequence (or CDR3 region) and an epitope sequence, predict whether binding occurs between them. (1) The epitope is PKYVKQNTLKLAT. The TCR CDR3 sequence is CASSESGTGDYEQYF. Result: 1 (the TCR binds to the epitope). (2) The epitope is RIFTIGTVTLK. The TCR CDR3 sequence is CSVEGLAGRDTQYF. Result: 1 (the TCR binds to the epitope).